From a dataset of Full USPTO retrosynthesis dataset with 1.9M reactions from patents (1976-2016). Predict the reactants needed to synthesize the given product. (1) Given the product [Br:16][C:13]1[CH:12]=[C:3]([CH2:4][NH:6][CH2:7][CH2:8][N:9]([CH3:11])[CH3:10])[C:2]([NH2:1])=[N:15][CH:14]=1, predict the reactants needed to synthesize it. The reactants are: [NH2:1][C:2]1[N:15]=[CH:14][C:13]([Br:16])=[CH:12][C:3]=1[C:4]([NH:6][CH2:7][CH2:8][N:9]([CH3:11])[CH3:10])=O. (2) Given the product [Cl:1][C:2]1[N:3]=[CH:4][C:5](/[CH:8]=[CH:15]/[C:10]([O:12][CH2:13][CH3:14])=[O:11])=[N:6][CH:7]=1, predict the reactants needed to synthesize it. The reactants are: [Cl:1][C:2]1[N:3]=[CH:4][C:5]([CH2:8]O)=[N:6][CH:7]=1.[C:10]([CH:15]=P(C1C=CC=CC=1)(C1C=CC=CC=1)C1C=CC=CC=1)([O:12][CH2:13][CH3:14])=[O:11].O1CCOCC1.